Dataset: Forward reaction prediction with 1.9M reactions from USPTO patents (1976-2016). Task: Predict the product of the given reaction. Given the reactants C1C=CC(C2C=CC=CC=2)=CC=1.C1C=CC(OC2C=CC=CC=2)=CC=1.[OH:26][C:27]1[CH:28]=[C:29]([C:33]2[C:34]([C:51]3[CH:56]=[CH:55][N:54]=[CH:53][CH:52]=3)=[N:35][N:36]3[C:41]([CH:42]4[CH2:47][CH2:46][CH2:45][CH2:44][CH2:43]4)=[C:40](C(O)=O)[N:39]=[N:38][C:37]=23)[CH:30]=[CH:31][CH:32]=1, predict the reaction product. The product is: [CH:42]1([C:41]2[N:36]3[N:35]=[C:34]([C:51]4[CH:56]=[CH:55][N:54]=[CH:53][CH:52]=4)[C:33]([C:29]4[CH:28]=[C:27]([OH:26])[CH:32]=[CH:31][CH:30]=4)=[C:37]3[N:38]=[N:39][CH:40]=2)[CH2:43][CH2:44][CH2:45][CH2:46][CH2:47]1.